This data is from Forward reaction prediction with 1.9M reactions from USPTO patents (1976-2016). The task is: Predict the product of the given reaction. (1) Given the reactants [O:1]=[C:2]1[C:10]2[C:5](=[CH:6][C:7]([C:11]3O[C:14](=O)[S:13][N:12]=3)=[CH:8][CH:9]=2)[CH2:4][O:3]1.[C:17]([O:21][CH2:22][CH3:23])(=[O:20])[C:18]#C, predict the reaction product. The product is: [O:1]=[C:2]1[C:10]2[C:5](=[CH:6][C:7]([C:11]3[C:18]([C:17]([O:21][CH2:22][CH3:23])=[O:20])=[CH:14][S:13][N:12]=3)=[CH:8][CH:9]=2)[CH2:4][O:3]1. (2) The product is: [C:1]([Si:5]([CH3:7])([CH3:6])[O:8][C:9]1[CH:14]=[CH:13][C:12]([C:15]([C:18]2[CH:23]=[CH:22][C:21]([C:24]#[C:25][C:38]([C:40]3([CH2:43][CH3:44])[CH2:42][CH2:41]3)=[O:39])=[C:20]([CH3:26])[CH:19]=2)([CH2:27][CH3:28])[CH2:16][CH3:17])=[CH:11][C:10]=1[CH3:29])([CH3:4])([CH3:3])[CH3:2]. Given the reactants [C:1]([Si:5]([O:8][C:9]1[CH:14]=[CH:13][C:12]([C:15]([CH2:27][CH3:28])([C:18]2[CH:23]=[CH:22][C:21]([C:24]#[CH:25])=[C:20]([CH3:26])[CH:19]=2)[CH2:16][CH3:17])=[CH:11][C:10]=1[CH3:29])([CH3:7])[CH3:6])([CH3:4])([CH3:3])[CH3:2].[Li]CCCC.CON(C)[C:38]([C:40]1([CH2:43][CH3:44])[CH2:42][CH2:41]1)=[O:39], predict the reaction product.